Dataset: HIV replication inhibition screening data with 41,000+ compounds from the AIDS Antiviral Screen. Task: Binary Classification. Given a drug SMILES string, predict its activity (active/inactive) in a high-throughput screening assay against a specified biological target. (1) The drug is COc1c2cc([N+](=O)[O-])cc1CN(C(=O)C(F)(F)F)CCOCCN(C(=O)C(F)(F)F)C2. The result is 0 (inactive). (2) The drug is Cc1ccc(Nc2cn(COCc3ccccc3)c(=O)[nH]c2=O)cc1. The result is 0 (inactive). (3) The compound is CC1(Br)C(=O)NC(=O)N(C2CC(O)C(CO)O2)C1N=[N+]=[N-]. The result is 1 (active).